Dataset: Reaction yield outcomes from USPTO patents with 853,638 reactions. Task: Predict the reaction yield, written as a fraction of the theoretical maximum amount of product (1.0 means a 100% yield; for example, 0.34 means a 34% yield). (1) The reactants are [CH3:1][O:2][C:3](=[O:23])[C:4]1[C:9](OS(C(F)(F)F)(=O)=O)=[CH:8][CH:7]=[CH:6][C:5]=1[CH2:18][C:19]([O:21][CH3:22])=[O:20].[Li+].[Cl-].[CH3:26][CH2:27]N(CC)CC.C([Sn](CCCC)(CCCC)C=C)CCC. The catalyst is O1CCOCC1.C1C=CC([P]([Pd]([P](C2C=CC=CC=2)(C2C=CC=CC=2)C2C=CC=CC=2)([P](C2C=CC=CC=2)(C2C=CC=CC=2)C2C=CC=CC=2)[P](C2C=CC=CC=2)(C2C=CC=CC=2)C2C=CC=CC=2)(C2C=CC=CC=2)C2C=CC=CC=2)=CC=1. The product is [CH3:1][O:2][C:3](=[O:23])[C:4]1[C:9]([CH:26]=[CH2:27])=[CH:8][CH:7]=[CH:6][C:5]=1[CH2:18][C:19]([O:21][CH3:22])=[O:20]. The yield is 0.840. (2) The reactants are [F:1][C:2]1[CH:3]=[C:4]2[C:8](=[CH:9][CH:10]=1)[NH:7][CH:6]=[C:5]2[CH:11]=[O:12].[H-].[Na+].[CH3:15]I.[Cl-].[NH4+]. The catalyst is CN(C=O)C. The product is [F:1][C:2]1[CH:3]=[C:4]2[C:8](=[CH:9][CH:10]=1)[N:7]([CH3:15])[CH:6]=[C:5]2[CH:11]=[O:12]. The yield is 1.00.